This data is from Full USPTO retrosynthesis dataset with 1.9M reactions from patents (1976-2016). The task is: Predict the reactants needed to synthesize the given product. (1) Given the product [NH:19]1[C:20]2[CH:26]=[CH:25][CH:24]=[CH:23][C:21]=2[N:22]=[C:18]1[CH2:17][N:4]1[CH2:5][C:6]2[CH:11]=[CH:10][C:9]([C:12]([O:14][CH3:15])=[O:13])=[CH:8][C:7]=2[O:1][CH2:2][CH2:3]1, predict the reactants needed to synthesize it. The reactants are: [O:1]1[C:7]2[CH:8]=[C:9]([C:12]([O:14][CH3:15])=[O:13])[CH:10]=[CH:11][C:6]=2[CH2:5][NH:4][CH2:3][CH2:2]1.Cl[CH2:17][C:18]1[NH:22][C:21]2[CH:23]=[CH:24][CH:25]=[CH:26][C:20]=2[N:19]=1.C([O-])([O-])=O.[K+].[K+]. (2) Given the product [Cl:12][C:9]1[CH:10]=[N:11][C:2]([NH:13][C:14]2[CH:19]=[CH:18][CH:17]=[CH:16][CH:15]=2)=[C:3]([CH:8]=1)[C:4]([OH:6])=[O:5], predict the reactants needed to synthesize it. The reactants are: Cl[C:2]1[N:11]=[CH:10][C:9]([Cl:12])=[CH:8][C:3]=1[C:4]([O:6]C)=[O:5].[NH2:13][C:14]1[CH:19]=[CH:18][CH:17]=[CH:16][CH:15]=1. (3) Given the product [C:28]1([S:25]([N:21]2[CH:22]=[CH:23][CH:24]=[C:20]2[CH2:19][C:11]2[C:12]3[C:17](=[CH:16][CH:15]=[C:14]([F:18])[CH:13]=3)[N:9]([CH2:8][C:7]([OH:35])=[O:6])[C:10]=2[CH3:34])(=[O:27])=[O:26])[CH:29]=[CH:30][CH:31]=[CH:32][CH:33]=1, predict the reactants needed to synthesize it. The reactants are: O.[OH-].[Li+].C([O:6][C:7](=[O:35])[CH2:8][N:9]1[C:17]2[C:12](=[CH:13][C:14]([F:18])=[CH:15][CH:16]=2)[C:11]([CH2:19][C:20]2[N:21]([S:25]([C:28]3[CH:33]=[CH:32][CH:31]=[CH:30][CH:29]=3)(=[O:27])=[O:26])[CH:22]=[CH:23][CH:24]=2)=[C:10]1[CH3:34])C.Cl.